Dataset: Catalyst prediction with 721,799 reactions and 888 catalyst types from USPTO. Task: Predict which catalyst facilitates the given reaction. Reactant: [C:1]([C:3]1[CH:4]=[C:5]2[C:9](=[CH:10][CH:11]=1)[N:8]([CH:12]1[CH2:17][CH2:16][CH2:15][CH2:14][O:13]1)[N:7]=[C:6]2[C:18]1[CH:19]=[C:20]2[C:25](=[CH:26][CH:27]=1)[CH:24]=[C:23]([C:28]([OH:30])=O)[CH:22]=[CH:21]2)#[N:2].[CH:31]1[CH:32]=CC2N(O)N=[N:37][C:35]=2[CH:36]=1.CCN=C=NCCCN(C)C.N1CCCC1. Product: [N:37]1([C:28]([C:23]2[CH:24]=[C:25]3[C:20](=[CH:21][CH:22]=2)[CH:19]=[C:18]([C:6]2[C:5]4[C:9](=[CH:10][CH:11]=[C:3]([C:1]#[N:2])[CH:4]=4)[N:8]([CH:12]4[CH2:17][CH2:16][CH2:15][CH2:14][O:13]4)[N:7]=2)[CH:27]=[CH:26]3)=[O:30])[CH2:32][CH2:31][CH2:36][CH2:35]1. The catalyst class is: 18.